From a dataset of TCR-epitope binding with 47,182 pairs between 192 epitopes and 23,139 TCRs. Binary Classification. Given a T-cell receptor sequence (or CDR3 region) and an epitope sequence, predict whether binding occurs between them. (1) The epitope is TFYLTNDVSFL. The TCR CDR3 sequence is CASRVGNTEAFF. Result: 0 (the TCR does not bind to the epitope). (2) The epitope is TLDSKTQSL. The TCR CDR3 sequence is CASSPLEESYEQYF. Result: 0 (the TCR does not bind to the epitope). (3) The epitope is RTLNAWVKV. The TCR CDR3 sequence is CASSQGTVNWDTQYF. Result: 0 (the TCR does not bind to the epitope). (4) The epitope is QECVRGTTVL. The TCR CDR3 sequence is CAWSRWRQETQYF. Result: 0 (the TCR does not bind to the epitope). (5) The epitope is AVFDRKSDAK. The TCR CDR3 sequence is CASSQGSAGGNEQFF. Result: 1 (the TCR binds to the epitope). (6) The epitope is EILDITPCSF. The TCR CDR3 sequence is CASSLTQEETQYF. Result: 0 (the TCR does not bind to the epitope). (7) The epitope is FPPTSFGPL. The TCR CDR3 sequence is CASSWGGSDIQYF. Result: 1 (the TCR binds to the epitope).